Dataset: Reaction yield outcomes from USPTO patents with 853,638 reactions. Task: Predict the reaction yield, written as a fraction of the theoretical maximum amount of product (1.0 means a 100% yield; for example, 0.34 means a 34% yield). (1) The reactants are [Br:1][C:2]1[CH:3]=[C:4]2[C:9](=[CH:10][CH:11]=1)[O:8][CH2:7][C:6]([CH3:13])([CH3:12])[C:5]2([NH:16][C:17](=[O:21])[C:18]([F:20])=C)[CH:14]=C. The catalyst is C(Cl)Cl.CC1C=C(C)C(N2C(=[Ru](Cl)(Cl)=CC3C=CC=CC=3OC(C)C)N(C3C(C)=CC(C)=CC=3C)CC2)=C(C)C=1.Cl[Ru](=C1N(C2C(C)=CC(C)=CC=2C)CCN1C1C(C)=CC(C)=CC=1C)(Cl)(=CC1C=CC=CC=1)[P](C1CCCCC1)(C1CCCCC1)C1CCCCC1. The product is [Br:1][C:2]1[CH:3]=[C:4]2[C:5]3([CH:14]=[C:18]([F:20])[C:17](=[O:21])[NH:16]3)[C:6]([CH3:13])([CH3:12])[CH2:7][O:8][C:9]2=[CH:10][CH:11]=1. The yield is 0.340. (2) The reactants are [OH:1][C:2]1[CH:11]=[C:10]2[C:5]([CH:6]=[CH:7][CH:8]=[N:9]2)=[CH:4][CH:3]=1.S(O[CH2:17][CH2:18][F:19])(C)(=O)=O.C([O-])([O-])=O.[K+].[K+]. The catalyst is CN(C=O)C. The product is [F:19][CH2:18][CH2:17][O:1][C:2]1[CH:11]=[C:10]2[C:5]([CH:6]=[CH:7][CH:8]=[N:9]2)=[CH:4][CH:3]=1. The yield is 0.750. (3) The yield is 0.800. The catalyst is CS(C)=O. The reactants are Br[C:2]1[CH:3]=[CH:4][C:5]([C:8]2[CH:13]=[CH:12][C:11]([O:14][CH2:15][CH:16]3[CH2:21][CH2:20][N:19]([C:22]([O:24][C:25]([CH3:28])([CH3:27])[CH3:26])=[O:23])[CH2:18][CH2:17]3)=[CH:10][CH:9]=2)=[N:6][CH:7]=1.[Na+].[CH3:30][S:31]([O-:33])=[O:32].N1CCC[C@H]1C(O)=O.[OH-].[Na+]. The product is [CH3:30][S:31]([C:2]1[CH:3]=[CH:4][C:5]([C:8]2[CH:13]=[CH:12][C:11]([O:14][CH2:15][CH:16]3[CH2:21][CH2:20][N:19]([C:22]([O:24][C:25]([CH3:28])([CH3:27])[CH3:26])=[O:23])[CH2:18][CH2:17]3)=[CH:10][CH:9]=2)=[N:6][CH:7]=1)(=[O:33])=[O:32]. (4) The reactants are [CH2:1]([C:3]1[N:4]([C:28]2[CH:33]=[CH:32][C:31]([OH:34])=[CH:30][CH:29]=2)[C:5](=[O:27])[C:6]([CH2:12][C:13]2[CH:18]=[CH:17][C:16]([C:19]3[C:20]([C:25]#[N:26])=[CH:21][CH:22]=[CH:23][CH:24]=3)=[CH:15][CH:14]=2)=[C:7]([CH2:9][CH2:10][CH3:11])[N:8]=1)[CH3:2].[Si](O[CH:43]1[CH2:48][CH2:47][CH:46]([OH:49])[CH2:45][CH2:44]1)(C(C)(C)C)(C)C.C1(P(C2C=CC=CC=2)C2C=CC=CC=2)C=CC=CC=1.[N:70]([C:71]([O:73]C(C)C)=[O:72])=[N:70][C:71]([O:73]C(C)C)=[O:72]. The catalyst is O1CCCC1.O. The product is [CH2:1]([C:3]1[N:4]([C:28]2[CH:33]=[CH:32][C:31]([O:34][C@H:43]3[CH2:44][CH2:45][C@H:46]([OH:49])[CH2:47][CH2:48]3)=[CH:30][CH:29]=2)[C:5](=[O:27])[C:6]([CH2:12][C:13]2[CH:18]=[CH:17][C:16]([C:19]3[CH:24]=[CH:23][CH:22]=[CH:21][C:20]=3[C:25]3[NH:70][C:71](=[O:72])[O:73][N:26]=3)=[CH:15][CH:14]=2)=[C:7]([CH2:9][CH2:10][CH3:11])[N:8]=1)[CH3:2]. The yield is 0.350. (5) The reactants are [Cl:1][C:2]1[CH:3]=[C:4]([CH:12]([CH2:16][CH:17]2[CH2:21][CH2:20][CH2:19][CH2:18]2)[C:13]([OH:15])=O)[CH:5]=[CH:6][C:7]=1[S:8]([CH3:11])(=[O:10])=[O:9].C(Cl)(=O)C(Cl)=O.N[C:29]1[CH:34]=[CH:33][N:32]=[CH:31][N:30]=1.[N:35]1C=CC=CC=1. The catalyst is C(Cl)Cl.O1CCCC1.O. The product is [Cl:1][C:2]1[CH:3]=[C:4]([CH:12]([CH2:16][CH:17]2[CH2:21][CH2:20][CH2:19][CH2:18]2)[C:13]([NH:35][C:31]2[N:32]=[CH:33][CH:34]=[CH:29][N:30]=2)=[O:15])[CH:5]=[CH:6][C:7]=1[S:8]([CH3:11])(=[O:9])=[O:10]. The yield is 0.760. (6) The reactants are C([O:3][C:4](=O)[CH2:5][N:6]([C:15]1[CH:16]=[CH:17][CH:18]=[C:19]2[C:23]=1[NH:22][C:21]([C:24]1[S:25][CH:26]([CH2:29][N:30]3[CH2:35][CH2:34][O:33][CH2:32][CH2:31]3)[CH2:27][N:28]=1)=[CH:20]2)[S:7]([C:10]1[S:11][CH:12]=[CH:13][CH:14]=1)(=[O:9])=[O:8])C.[BH4-].[Li+].Cl. The catalyst is O1CCCC1.CO. The product is [OH:3][CH2:4][CH2:5][N:6]([C:15]1[CH:16]=[CH:17][CH:18]=[C:19]2[C:23]=1[NH:22][C:21]([C:24]1[S:25][CH:26]([CH2:29][N:30]3[CH2:35][CH2:34][O:33][CH2:32][CH2:31]3)[CH2:27][N:28]=1)=[CH:20]2)[S:7]([C:10]1[S:11][CH:12]=[CH:13][CH:14]=1)(=[O:8])=[O:9]. The yield is 0.760. (7) The reactants are [O:1]=[C:2]([C:14]1[CH:19]=[CH:18][CH:17]=[CH:16][CH:15]=1)[CH2:3][NH:4][S:5]([C:8]1[CH:13]=[CH:12][CH:11]=[CH:10][CH:9]=1)(=[O:7])=[O:6].[C:20]([O-])([O-])=O.[K+].[K+].IC. The catalyst is CC(C)=O. The product is [CH3:20][N:4]([CH2:3][C:2](=[O:1])[C:14]1[CH:19]=[CH:18][CH:17]=[CH:16][CH:15]=1)[S:5]([C:8]1[CH:13]=[CH:12][CH:11]=[CH:10][CH:9]=1)(=[O:7])=[O:6]. The yield is 0.510. (8) The reactants are [F:1][C:2]1[CH:7]=[CH:6][C:5](I)=[CH:4][CH:3]=1.[PH2:9]([O-:11])=[O:10].[NH3+][C:13]1C=CC=C[CH:14]=1.NCCC[Si](OCC)(OCC)OCC.C1(P(C2C=CC=CC=2)CCCP(C2C=CC=CC=2)C2C=CC=CC=2)C=CC=CC=1. The catalyst is C(#N)C.C([O-])(=O)C.[Pd+2].C([O-])(=O)C. The product is [F:1][C:2]1[CH:7]=[CH:6][C:5]([PH:9](=[O:11])[O:10][CH2:13][CH3:14])=[CH:4][CH:3]=1. The yield is 0.480. (9) The reactants are [NH2:1][C:2]1[CH:10]=[CH:9][C:8]([N+:11]([O-:13])=[O:12])=[CH:7][C:3]=1[C:4]([OH:6])=O.[NH2:14][CH2:15][CH:16]1[CH2:19][O:18][CH2:17]1.CCN(C(C)C)C(C)C.C(P1(=O)OP(CCC)(=O)OP(CCC)(=O)O1)CC. The catalyst is CN(C=O)C.O. The product is [NH2:1][C:2]1[CH:10]=[CH:9][C:8]([N+:11]([O-:13])=[O:12])=[CH:7][C:3]=1[C:4]([NH:14][CH2:15][CH:16]1[CH2:19][O:18][CH2:17]1)=[O:6]. The yield is 0.700.